The task is: Predict the reactants needed to synthesize the given product.. This data is from Full USPTO retrosynthesis dataset with 1.9M reactions from patents (1976-2016). (1) The reactants are: [CH:1]1[C:13]2[CH:12]([CH2:14][O:15][C:16]([NH:18][C@@H:19]([C:24]([O:26][C:27]([CH3:30])([CH3:29])[CH3:28])=[O:25])[CH2:20][C:21](O)=[O:22])=[O:17])[C:11]3[C:6](=[CH:7][CH:8]=[CH:9][CH:10]=3)[C:5]=2[CH:4]=[CH:3][CH:2]=1.[CH3:31][N:32](C(ON1N=NC2C=CC=NC1=2)=[N+](C)C)C.F[P-](F)(F)(F)(F)F.CCN(C(C)C)C(C)C.CN. Given the product [CH:10]1[C:11]2[CH:12]([CH2:14][O:15][C:16]([NH:18][C@@H:19]([C:24]([O:26][C:27]([CH3:28])([CH3:29])[CH3:30])=[O:25])[CH2:20][C:21](=[O:22])[NH:32][CH3:31])=[O:17])[C:13]3[C:5](=[CH:4][CH:3]=[CH:2][CH:1]=3)[C:6]=2[CH:7]=[CH:8][CH:9]=1, predict the reactants needed to synthesize it. (2) Given the product [Cl:16][C:17]1[CH:18]=[C:19]([NH:24][C:25]([NH:2][NH:1][C:3]2[CH:12]=[C:11]([CH:13]([CH3:15])[CH3:14])[C:10]3[C:5](=[CH:6][CH:7]=[CH:8][CH:9]=3)[N:4]=2)=[O:26])[CH:20]=[C:21]([Cl:23])[CH:22]=1, predict the reactants needed to synthesize it. The reactants are: [NH:1]([C:3]1[CH:12]=[C:11]([CH:13]([CH3:15])[CH3:14])[C:10]2[C:5](=[CH:6][CH:7]=[CH:8][CH:9]=2)[N:4]=1)[NH2:2].[Cl:16][C:17]1[CH:18]=[C:19]([N:24]=[C:25]=[O:26])[CH:20]=[C:21]([Cl:23])[CH:22]=1.